Dataset: Reaction yield outcomes from USPTO patents with 853,638 reactions. Task: Predict the reaction yield, written as a fraction of the theoretical maximum amount of product (1.0 means a 100% yield; for example, 0.34 means a 34% yield). The product is [CH:30]([OH:29])=[O:31].[CH3:30][O:29][C:14]1[CH:13]=[C:12]([CH:17]=[CH:16][C:15]=1[O:18][CH:19]([C:21]1[CH:22]=[N:23][C:24]([O:27][CH3:28])=[CH:25][CH:26]=1)[CH3:20])[CH2:11][N:8]1[C:5]2=[N:6][CH:7]=[C:2]([C:43]3[CH:42]=[N:41][N:40]([CH3:39])[CH:44]=3)[CH:3]=[C:4]2[N:10]=[CH:9]1. The reactants are I[C:2]1[CH:3]=[C:4]2[N:10]=[CH:9][N:8]([CH2:11][C:12]3[CH:17]=[CH:16][C:15]([O:18][CH:19]([C:21]4[CH:22]=[N:23][C:24]([O:27][CH3:28])=[CH:25][CH:26]=4)[CH3:20])=[C:14]([O:29][CH3:30])[CH:13]=3)[C:5]2=[N:6][CH:7]=1.[O-:31]P([O-])([O-])=O.[K+].[K+].[K+].[CH3:39][N:40]1[CH:44]=[C:43](B2OC(C)(C)C(C)(C)O2)[CH:42]=[N:41]1.C1(P(C2CCCCC2)C2CCCCC2)CCCCC1. The catalyst is O1CCOCC1.C1C=CC(/C=C/C(/C=C/C2C=CC=CC=2)=O)=CC=1.C1C=CC(/C=C/C(/C=C/C2C=CC=CC=2)=O)=CC=1.C1C=CC(/C=C/C(/C=C/C2C=CC=CC=2)=O)=CC=1.[Pd].[Pd].O. The yield is 0.260.